Dataset: Full USPTO retrosynthesis dataset with 1.9M reactions from patents (1976-2016). Task: Predict the reactants needed to synthesize the given product. Given the product [ClH:20].[C:21]([O:1][CH2:2][CH2:3][NH:4][C:5]([C@@H:7]1[CH2:12][O:11][CH2:10][CH2:9][NH:8]1)=[O:6])(=[O:23])[CH3:22], predict the reactants needed to synthesize it. The reactants are: [OH:1][CH2:2][CH2:3][NH:4][C:5]([C@@H:7]1[CH2:12][O:11][CH2:10][CH2:9][N:8]1C(OC(C)(C)C)=O)=[O:6].[ClH:20].[C:21](O)(=[O:23])[CH3:22].